This data is from Reaction yield outcomes from USPTO patents with 853,638 reactions. The task is: Predict the reaction yield, written as a fraction of the theoretical maximum amount of product (1.0 means a 100% yield; for example, 0.34 means a 34% yield). The reactants are [C:1]([O:4][C@H:5]([CH3:30])[CH2:6][CH2:7][CH2:8][CH2:9][N:10]1[C:19](=[O:20])[C:18]2[N:17]([CH2:21][C:22]3[CH:27]=[CH:26][CH:25]=[CH:24][CH:23]=3)[C:16](Br)=[N:15][C:14]=2[N:13]([CH3:29])[C:11]1=[O:12])(=[O:3])[CH3:2].[C-:31]#[N:32].[K+]. The catalyst is CS(C)=O. The product is [C:1]([O:4][C@H:5]([CH3:30])[CH2:6][CH2:7][CH2:8][CH2:9][N:10]1[C:19](=[O:20])[C:18]2[N:17]([CH2:21][C:22]3[CH:27]=[CH:26][CH:25]=[CH:24][CH:23]=3)[C:16]([C:31]#[N:32])=[N:15][C:14]=2[N:13]([CH3:29])[C:11]1=[O:12])(=[O:3])[CH3:2]. The yield is 0.900.